Dataset: Full USPTO retrosynthesis dataset with 1.9M reactions from patents (1976-2016). Task: Predict the reactants needed to synthesize the given product. (1) Given the product [N:31]1([C:37]([N:14]2[CH2:13][C:12]3[CH:15]=[CH:16][C:17]([C:19]([O:21][CH3:22])=[O:20])=[CH:18][C:11]=3[O:10][CH2:9][C@@H:8]2[C:5]2[CH:6]=[CH:7][C:2]([CH3:23])=[CH:3][CH:4]=2)=[O:38])[CH2:36][CH2:35][O:34][CH2:33][CH2:32]1, predict the reactants needed to synthesize it. The reactants are: Cl.[C:2]1([CH3:23])[CH:7]=[CH:6][C:5]([C@@H:8]2[NH:14][CH2:13][C:12]3[CH:15]=[CH:16][C:17]([C:19]([O:21][CH3:22])=[O:20])=[CH:18][C:11]=3[O:10][CH2:9]2)=[CH:4][CH:3]=1.CCN(CC)CC.[N:31]1([C:37](Cl)=[O:38])[CH2:36][CH2:35][O:34][CH2:33][CH2:32]1. (2) Given the product [CH3:12][O:11][C:9]1[CH:8]=[CH:7][C:5]2[N:6]=[C:2]([N:13]3[CH2:18][CH2:17][NH:16][CH2:15][CH2:14]3)[S:3][C:4]=2[CH:10]=1, predict the reactants needed to synthesize it. The reactants are: Cl[C:2]1[S:3][C:4]2[CH:10]=[C:9]([O:11][CH3:12])[CH:8]=[CH:7][C:5]=2[N:6]=1.[NH:13]1[CH2:18][CH2:17][NH:16][CH2:15][CH2:14]1.C(N(CC)CC)C. (3) Given the product [F:21][C:22]1[CH:23]=[CH:24][C:25]([N:28]2[CH:32]=[C:31]([C:2]3[CH:7]=[CH:6][C:5]([C@@H:8]4[O:13][CH2:12][CH2:11][N:10]([C:14]([O:16][C:17]([CH3:20])([CH3:19])[CH3:18])=[O:15])[CH2:9]4)=[CH:4][CH:3]=3)[CH:30]=[N:29]2)=[CH:26][CH:27]=1, predict the reactants needed to synthesize it. The reactants are: Br[C:2]1[CH:7]=[CH:6][C:5]([C@@H:8]2[O:13][CH2:12][CH2:11][N:10]([C:14]([O:16][C:17]([CH3:20])([CH3:19])[CH3:18])=[O:15])[CH2:9]2)=[CH:4][CH:3]=1.[F:21][C:22]1[CH:27]=[CH:26][C:25]([N:28]2[CH:32]=[C:31](B(O)O)[CH:30]=[N:29]2)=[CH:24][CH:23]=1.P([O-])([O-])([O-])=O.[K+].[K+].[K+].O. (4) Given the product [F:15][C:16]1[CH:24]=[CH:23][C:19]([C:20]([N:4]2[CH2:5][CH2:6][N:1]([C:7]3[S:8][C:9]([C:12]([NH2:14])=[O:13])=[CH:10][N:11]=3)[CH2:2][CH2:3]2)=[O:21])=[C:18]([C:25]([F:26])([F:27])[F:28])[CH:17]=1, predict the reactants needed to synthesize it. The reactants are: [N:1]1([C:7]2[S:8][C:9]([C:12]([NH2:14])=[O:13])=[CH:10][N:11]=2)[CH2:6][CH2:5][NH:4][CH2:3][CH2:2]1.[F:15][C:16]1[CH:24]=[CH:23][C:19]([C:20](Cl)=[O:21])=[C:18]([C:25]([F:28])([F:27])[F:26])[CH:17]=1. (5) The reactants are: [C:1]([C:4]1[CH:9]=[CH:8][CH:7]=[CH:6][CH:5]=1)(=[O:3])[CH3:2].[OH-].[K+]. Given the product [C:4]1([CH:1]=[CH:2][C:1]([C:4]2[CH:9]=[CH:8][CH:7]=[CH:6][CH:5]=2)=[O:3])[CH:9]=[CH:8][CH:7]=[CH:6][CH:5]=1, predict the reactants needed to synthesize it. (6) Given the product [CH:14]1([C:12]([NH:11][C:6]2[C:5]3[C:9](=[CH:10][C:2]([C:26]4[CH:27]=[C:22]([CH:23]=[CH:24][CH:25]=4)[C:20]([O:19][CH2:17][CH3:18])=[O:21])=[CH:3][CH:4]=3)[NH:8][N:7]=2)=[O:13])[CH2:16][CH2:15]1, predict the reactants needed to synthesize it. The reactants are: Br[C:2]1[CH:10]=[C:9]2[C:5]([C:6]([NH:11][C:12]([CH:14]3[CH2:16][CH2:15]3)=[O:13])=[N:7][NH:8]2)=[CH:4][CH:3]=1.[CH2:17]([O:19][C:20]([C:22]1[CH:23]=[C:24](B(O)O)[CH:25]=[CH:26][CH:27]=1)=[O:21])[CH3:18].